The task is: Predict which catalyst facilitates the given reaction.. This data is from Catalyst prediction with 721,799 reactions and 888 catalyst types from USPTO. (1) Reactant: [CH3:1][O:2][C:3]1[CH:12]=[C:11]2[C:6]([C:7](=[O:15])[N:8]([CH3:14])[C:9](=[O:13])[NH:10]2)=[CH:5][CH:4]=1.C[Si]([N-][Si](C)(C)C)(C)C.[Li+].FC1C=C2C(C=CC(=O)N2CCN2CCC(NCC3C=CC4OCC(=O)NC=4N=3)CC2)=CC=1.COC1C=C2C(C=CC(=O)N2[CH2:71][CH2:72][N:73]2[CH2:78][CH2:77][CH:76]([NH:79][C:80](=[O:86])[O:81][C:82]([CH3:85])([CH3:84])[CH3:83])[CH2:75][CH2:74]2)=CC=1. Product: [CH3:1][O:2][C:3]1[CH:12]=[C:11]2[C:6]([C:7](=[O:15])[N:8]([CH3:14])[C:9](=[O:13])[N:10]2[CH2:71][CH2:72][N:73]2[CH2:78][CH2:77][CH:76]([NH:79][C:80](=[O:86])[O:81][C:82]([CH3:85])([CH3:84])[CH3:83])[CH2:75][CH2:74]2)=[CH:5][CH:4]=1. The catalyst class is: 98. (2) Reactant: [OH:1][C:2]1[C:11]2[C:6](=[CH:7][C:8]([O:12][C:13]3[CH:18]=[CH:17][CH:16]=[CH:15][CH:14]=3)=[CH:9][CH:10]=2)[C:5]([CH3:19])=[N:4][C:3]=1[C:20](OC)=[O:21].[NH2:24][CH2:25][C:26]([OH:28])=[O:27].C[O-].[Na+].NCC([O-])=O.[Na+]. Product: [OH:1][C:2]1[C:11]2[C:6](=[CH:7][C:8]([O:12][C:13]3[CH:18]=[CH:17][CH:16]=[CH:15][CH:14]=3)=[CH:9][CH:10]=2)[C:5]([CH3:19])=[N:4][C:3]=1[C:20]([NH:24][CH2:25][C:26]([OH:28])=[O:27])=[O:21]. The catalyst class is: 5. (3) Reactant: [N+:1]([C:4]1[CH:8]=[CH:7][NH:6][N:5]=1)([O-:3])=[O:2].CN(C)C=O.[H-].[Na+].I[CH2:17][CH2:18][O:19][CH:20]([CH3:22])[CH3:21]. Product: [CH:20]([O:19][CH2:18][CH2:17][N:6]1[CH:7]=[CH:8][C:4]([N+:1]([O-:3])=[O:2])=[N:5]1)([CH3:22])[CH3:21]. The catalyst class is: 13.